From a dataset of Ames mutagenicity test results for genotoxicity prediction. Regression/Classification. Given a drug SMILES string, predict its toxicity properties. Task type varies by dataset: regression for continuous values (e.g., LD50, hERG inhibition percentage) or binary classification for toxic/non-toxic outcomes (e.g., AMES mutagenicity, cardiotoxicity, hepatotoxicity). Dataset: ames. (1) The molecule is C/C=C/C=C/CCCCCCCO. The result is 0 (non-mutagenic). (2) The drug is c1ccc2sc(SNC3CCCCC3)nc2c1. The result is 0 (non-mutagenic). (3) The molecule is CCc1cccc2c3c([nH]c12)C(C)(CC)OCC3. The result is 0 (non-mutagenic).